From a dataset of Reaction yield outcomes from USPTO patents with 853,638 reactions. Predict the reaction yield, written as a fraction of the theoretical maximum amount of product (1.0 means a 100% yield; for example, 0.34 means a 34% yield). The reactants are [Br:1][C:2]1[CH:7]=[CH:6][C:5]([Cl:8])=[CH:4][C:3]=1[C@H:9]([NH:11][S@](C(C)(C)C)=O)[CH3:10].CC1OCCC1.Cl.[OH-].[Na+].[O:27](C(OC(C)(C)C)=O)[C:28]([O:30][C:31]([CH3:34])([CH3:33])[CH3:32])=O. No catalyst specified. The product is [Br:1][C:2]1[CH:7]=[CH:6][C:5]([Cl:8])=[CH:4][C:3]=1[C@H:9]([NH:11][C:28](=[O:27])[O:30][C:31]([CH3:34])([CH3:33])[CH3:32])[CH3:10]. The yield is 0.907.